From a dataset of Forward reaction prediction with 1.9M reactions from USPTO patents (1976-2016). Predict the product of the given reaction. Given the reactants [C:1]12([C:7]3[O:8][C:9]4[CH:19]=[C:18]([N:20]([CH3:25])[S:21]([CH3:24])(=[O:23])=[O:22])[C:17](Br)=[CH:16][C:10]=4[C:11]=3[C:12]([NH:14][CH3:15])=[O:13])[CH2:6][CH:5]1[CH2:4][CH2:3][CH2:2]2.[B:27]1([B:27]2[O:31][C:30]([CH3:33])([CH3:32])[C:29]([CH3:35])([CH3:34])[O:28]2)[O:31][C:30]([CH3:33])([CH3:32])[C:29]([CH3:35])([CH3:34])[O:28]1.CC(O[K])=O, predict the reaction product. The product is: [C:1]12([C:7]3[O:8][C:9]4[CH:19]=[C:18]([N:20]([CH3:25])[S:21]([CH3:24])(=[O:23])=[O:22])[C:17]([B:27]5[O:31][C:30]([CH3:33])([CH3:32])[C:29]([CH3:35])([CH3:34])[O:28]5)=[CH:16][C:10]=4[C:11]=3[C:12]([NH:14][CH3:15])=[O:13])[CH2:6][CH:5]1[CH2:4][CH2:3][CH2:2]2.